From a dataset of Forward reaction prediction with 1.9M reactions from USPTO patents (1976-2016). Predict the product of the given reaction. Given the reactants C(OCC)(=O)C.Cl.C(OC(=O)[NH:14][CH2:15][CH2:16][NH:17][C:18]([CH:20]1[CH2:25][CH2:24][CH2:23][N:22]([C:26]2[CH:31]=[C:30]([C:32]3[CH:37]=[CH:36][CH:35]=[CH:34][C:33]=3[OH:38])[N:29]=[C:28]([NH:39][C:40]([C:42]3[O:43][CH:44]=[CH:45][CH:46]=3)=[O:41])[C:27]=2[C:47]#[N:48])[CH2:21]1)=[O:19])(C)(C)C, predict the reaction product. The product is: [NH2:14][CH2:15][CH2:16][NH:17][C:18]([CH:20]1[CH2:25][CH2:24][CH2:23][N:22]([C:26]2[CH:31]=[C:30]([C:32]3[CH:37]=[CH:36][CH:35]=[CH:34][C:33]=3[OH:38])[N:29]=[C:28]([NH:39][C:40]([C:42]3[O:43][CH:44]=[CH:45][CH:46]=3)=[O:41])[C:27]=2[C:47]#[N:48])[CH2:21]1)=[O:19].